Regression. Given two drug SMILES strings and cell line genomic features, predict the synergy score measuring deviation from expected non-interaction effect. From a dataset of NCI-60 drug combinations with 297,098 pairs across 59 cell lines. (1) Drug 1: CC1OCC2C(O1)C(C(C(O2)OC3C4COC(=O)C4C(C5=CC6=C(C=C35)OCO6)C7=CC(=C(C(=C7)OC)O)OC)O)O. Drug 2: C1CNP(=O)(OC1)N(CCCl)CCCl. Cell line: DU-145. Synergy scores: CSS=26.5, Synergy_ZIP=0.270, Synergy_Bliss=-0.294, Synergy_Loewe=-36.5, Synergy_HSA=-0.758. (2) Drug 1: C1CN1P(=S)(N2CC2)N3CC3. Drug 2: CCC(=C(C1=CC=CC=C1)C2=CC=C(C=C2)OCCN(C)C)C3=CC=CC=C3.C(C(=O)O)C(CC(=O)O)(C(=O)O)O. Cell line: CAKI-1. Synergy scores: CSS=23.2, Synergy_ZIP=-2.21, Synergy_Bliss=2.95, Synergy_Loewe=3.12, Synergy_HSA=3.72. (3) Drug 1: C1=CC(=C2C(=C1NCCNCCO)C(=O)C3=C(C=CC(=C3C2=O)O)O)NCCNCCO. Drug 2: CN(C(=O)NC(C=O)C(C(C(CO)O)O)O)N=O. Cell line: TK-10. Synergy scores: CSS=24.3, Synergy_ZIP=-3.49, Synergy_Bliss=-7.28, Synergy_Loewe=-36.6, Synergy_HSA=-5.71. (4) Drug 1: C1=CC(=CC=C1CC(C(=O)O)N)N(CCCl)CCCl.Cl. Drug 2: C(CCl)NC(=O)N(CCCl)N=O. Cell line: UO-31. Synergy scores: CSS=3.90, Synergy_ZIP=-1.77, Synergy_Bliss=-2.49, Synergy_Loewe=-5.18, Synergy_HSA=-2.94.